Task: Predict the product of the given reaction.. Dataset: Forward reaction prediction with 1.9M reactions from USPTO patents (1976-2016) (1) Given the reactants [Cl:1][C:2]1[CH:7]=[C:6]([CH2:8]O)[CH:5]=[CH:4][N:3]=1.[Br:10]P(Br)(C1C=CC=CC=1)(C1C=CC=CC=1)C1C=CC=CC=1, predict the reaction product. The product is: [Cl:1][C:2]1[CH:7]=[C:6]([CH2:8][Br:10])[CH:5]=[CH:4][N:3]=1. (2) Given the reactants [C:1]1([C@@H:7]([NH:9][C@H:10]2[CH2:15][CH2:14][N:13]([C:16]([O:18][C:19]([CH3:22])([CH3:21])[CH3:20])=[O:17])[CH2:12][C@H:11]2[C:23]([O:25][CH3:26])=[O:24])[CH3:8])[CH:6]=[CH:5][CH:4]=[CH:3][CH:2]=1.C[O-].[Na+], predict the reaction product. The product is: [C:1]1([C@@H:7]([NH:9][C@H:10]2[CH2:15][CH2:14][N:13]([C:16]([O:18][C:19]([CH3:22])([CH3:20])[CH3:21])=[O:17])[CH2:12][C@@H:11]2[C:23]([O:25][CH3:26])=[O:24])[CH3:8])[CH:6]=[CH:5][CH:4]=[CH:3][CH:2]=1. (3) Given the reactants [CH2:1]([O:4][CH:5]1[CH2:20][CH:9]2[CH2:10][O:11][C:12]3[C:17]([C:8]2([S:21]([C:24]2[CH:29]=[CH:28][C:27]([Cl:30])=[CH:26][CH:25]=2)(=[O:23])=[O:22])[CH2:7][CH2:6]1)=[C:16]([F:18])[CH:15]=[CH:14][C:13]=3[F:19])[CH:2]=C.[O:31]=[O+][O-].[BH4-].[Na+], predict the reaction product. The product is: [Cl:30][C:27]1[CH:26]=[CH:25][C:24]([S:21]([C:8]23[CH2:7][CH2:6][CH:5]([O:4][CH2:1][CH2:2][OH:31])[CH2:20][CH:9]2[CH2:10][O:11][C:12]2[C:17]3=[C:16]([F:18])[CH:15]=[CH:14][C:13]=2[F:19])(=[O:23])=[O:22])=[CH:29][CH:28]=1. (4) Given the reactants [CH3:1][O:2][C:3]1[CH:8]=[CH:7][C:6]([S:9]([N:12]2[CH2:17][CH2:16][N:15]([CH:18]([C:20]3[NH:29][C:28](=[O:30])[C:27]4[C:22](=[CH:23][CH:24]=[CH:25][CH:26]=4)[N:21]=3)[CH3:19])[CH2:14][CH2:13]2)(=[O:11])=[O:10])=[CH:5][CH:4]=1.C([O-])([O-])=O.[K+].[K+], predict the reaction product. The product is: [CH2:26]([N:29]1[C:28](=[O:30])[C:27]2[C:22](=[CH:23][CH:24]=[CH:25][CH:26]=2)[N:21]=[C:20]1[CH:18]([N:15]1[CH2:14][CH2:13][N:12]([S:9]([C:6]2[CH:7]=[CH:8][C:3]([O:2][CH3:1])=[CH:4][CH:5]=2)(=[O:10])=[O:11])[CH2:17][CH2:16]1)[CH3:19])[CH:27]([CH3:28])[CH3:22].